From a dataset of Forward reaction prediction with 1.9M reactions from USPTO patents (1976-2016). Predict the product of the given reaction. (1) Given the reactants [CH3:1][N:2]([CH3:15])[CH2:3][CH2:4][N:5]1[C:9]2[CH:10]=[CH:11][CH:12]=[CH:13][C:8]=2[NH:7][C:6]1=[O:14].[Cl:16][C:17]1[S:21][C:20]([S:22](Cl)(=[O:24])=[O:23])=[CH:19][CH:18]=1.C(N(C(C)C)CC)(C)C.CN(C1C=CC=CN=1)C, predict the reaction product. The product is: [Cl:16][C:17]1[S:21][C:20]([S:22]([N:7]2[C:8]3[CH:13]=[CH:12][CH:11]=[CH:10][C:9]=3[N:5]([CH2:4][CH2:3][N:2]([CH3:15])[CH3:1])[C:6]2=[O:14])(=[O:24])=[O:23])=[CH:19][CH:18]=1. (2) Given the reactants [CH3:1][C:2]1[CH:3]=[C:4]([CH:8]=[CH:9][N:10]=1)[C:5](O)=[O:6].CN([C:14]([O:18][N:19]1N=NC2C=CC=N[C:20]1=2)=[N+](C)C)C.F[P-](F)(F)(F)(F)F.CCN(C(C)C)C(C)C.Cl.CNOC, predict the reaction product. The product is: [CH3:14][O:18][N:19]([CH3:20])[C:5](=[O:6])[C:4]1[CH:8]=[CH:9][N:10]=[C:2]([CH3:1])[CH:3]=1. (3) Given the reactants [CH-:1]1[CH:5]=[CH:4][CH:3]=[CH:2]1.[CH-:6]1[CH:10]=[CH:9][CH:8]=[CH:7]1.[Fe+2:11].[Al+3].[Cl-].[Cl-].[Cl-].[Br:16][CH2:17][CH2:18][CH2:19][CH2:20][CH2:21][C:22](Cl)=[O:23], predict the reaction product. The product is: [Br:16][CH2:17][CH2:18][CH2:19][CH2:20][CH2:21][C:22]([C-:1]1[CH:5]=[CH:4][CH:3]=[CH:2]1)=[O:23].[C-:6]1([C:22](=[O:23])[CH2:21][CH2:20][CH2:19][CH2:18][CH2:17][Br:16])[CH:10]=[CH:9][CH:8]=[CH:7]1.[Fe+2:11].